From a dataset of Full USPTO retrosynthesis dataset with 1.9M reactions from patents (1976-2016). Predict the reactants needed to synthesize the given product. Given the product [O:25]=[S:2]1(=[O:1])[C:8]2[CH:9]=[CH:10][CH:11]=[CH:12][C:7]=2[CH2:6][N:5]([C:13]2[CH:14]=[C:18]([NH2:19])[C:17]3[C:16](=[CH:23][CH:22]=[C:21]([CH3:24])[CH:20]=3)[N:15]=2)[CH2:4][CH2:3]1, predict the reactants needed to synthesize it. The reactants are: [O:1]=[S:2]1(=[O:25])[C:8]2[CH:9]=[CH:10][CH:11]=[CH:12][C:7]=2[CH2:6][N:5](/[C:13](=[N:15]/[C:16]2[CH:23]=[CH:22][C:21]([CH3:24])=[CH:20][C:17]=2[C:18]#[N:19])/[CH3:14])[CH2:4][CH2:3]1.CN(C)C(=O)C.[OH-].[Na+].